Dataset: Reaction yield outcomes from USPTO patents with 853,638 reactions. Task: Predict the reaction yield, written as a fraction of the theoretical maximum amount of product (1.0 means a 100% yield; for example, 0.34 means a 34% yield). (1) The yield is 0.690. The catalyst is C(Cl)Cl.CN(C)C=O. The product is [O:21]=[C:20]1[C:4]2[C:5]3[C:6](=[C:7]([C:11]4[CH:12]=[CH:13][CH:14]=[CH:15][CH:16]=4)[NH:8][C:9]=3[CH:10]=[C:2]([NH:1][C:39]([C:30]3([NH:29][C:27](=[O:28])[O:26][C:23]([CH3:24])([CH3:22])[CH3:25])[C:38]4[C:33](=[CH:34][CH:35]=[CH:36][CH:37]=4)[CH2:32][CH2:31]3)=[O:40])[CH:3]=2)[CH:17]=[N:18][NH:19]1. The reactants are [NH2:1][C:2]1[CH:3]=[C:4]2[C:20](=[O:21])[NH:19][N:18]=[CH:17][C:6]3=[C:7]([C:11]4[CH:16]=[CH:15][CH:14]=[CH:13][CH:12]=4)[NH:8][C:9]([CH:10]=1)=[C:5]23.[CH3:22][C:23]([O:26][C:27]([NH:29][C:30]1([C:39](O)=[O:40])[C:38]2[C:33](=[CH:34][CH:35]=[CH:36][CH:37]=2)[CH2:32][CH2:31]1)=[O:28])([CH3:25])[CH3:24].C(N(CC)CC)C.F[P-](F)(F)(F)(F)F.N1(OC(N(C)C)=[N+](C)C)C2N=CC=CC=2N=N1. (2) The reactants are [CH3:1][C:2]1[S:3][C:4]([C:10]2[CH:15]=[CH:14][CH:13]=[CH:12][CH:11]=2)=[C:5]([C:7]([OH:9])=O)[N:6]=1.C(Cl)(=O)C(Cl)=O.CN(C=O)C.[I:27][C:28]1[N:32]2[CH:33]=[CH:34][CH:35]=[CH:36][C:31]2=[N:30][C:29]=1[CH2:37][C@@H:38]1[CH2:43][CH2:42][CH2:41][CH2:40][NH:39]1. The catalyst is C(Cl)Cl. The product is [I:27][C:28]1[N:32]2[CH:33]=[CH:34][CH:35]=[CH:36][C:31]2=[N:30][C:29]=1[CH2:37][C@@H:38]1[CH2:43][CH2:42][CH2:41][CH2:40][N:39]1[C:7]([C:5]1[N:6]=[C:2]([CH3:1])[S:3][C:4]=1[C:10]1[CH:15]=[CH:14][CH:13]=[CH:12][CH:11]=1)=[O:9]. The yield is 0.700.